The task is: Regression. Given two drug SMILES strings and cell line genomic features, predict the synergy score measuring deviation from expected non-interaction effect.. This data is from NCI-60 drug combinations with 297,098 pairs across 59 cell lines. (1) Drug 1: CN1C(=O)N2C=NC(=C2N=N1)C(=O)N. Drug 2: CC1C(C(CC(O1)OC2CC(CC3=C2C(=C4C(=C3O)C(=O)C5=CC=CC=C5C4=O)O)(C(=O)C)O)N)O. Cell line: MALME-3M. Synergy scores: CSS=39.6, Synergy_ZIP=-4.56, Synergy_Bliss=-4.73, Synergy_Loewe=-71.2, Synergy_HSA=-5.22. (2) Drug 1: CC(C1=C(C=CC(=C1Cl)F)Cl)OC2=C(N=CC(=C2)C3=CN(N=C3)C4CCNCC4)N. Drug 2: CC1C(C(CC(O1)OC2CC(CC3=C2C(=C4C(=C3O)C(=O)C5=C(C4=O)C(=CC=C5)OC)O)(C(=O)C)O)N)O.Cl. Cell line: HCC-2998. Synergy scores: CSS=15.9, Synergy_ZIP=2.50, Synergy_Bliss=7.56, Synergy_Loewe=1.90, Synergy_HSA=6.43.